From a dataset of Full USPTO retrosynthesis dataset with 1.9M reactions from patents (1976-2016). Predict the reactants needed to synthesize the given product. (1) Given the product [OH:1][C:2]1[CH:15]=[CH:14][C:5]2[CH:6]([CH2:9][C:10]([O:12][CH3:13])=[O:11])[CH2:7][O:8][C:4]=2[CH:3]=1, predict the reactants needed to synthesize it. The reactants are: [OH:1][C:2]1[CH:15]=[CH:14][C:5]2[C:6]([CH2:9][C:10]([O:12][CH3:13])=[O:11])=[CH:7][O:8][C:4]=2[CH:3]=1. (2) Given the product [P:15]([C:10]1[CH:11]=[CH:2][CH:3]=[CH:4][C:5]=1[C:6]([O:8][CH3:9])=[O:7])([OH:17])([OH:16])=[O:14], predict the reactants needed to synthesize it. The reactants are: O[C:2]1[CH:11]=[CH:10][C:5]([C:6]([O:8][CH3:9])=[O:7])=[CH:4][CH:3]=1.C([O:14][P:15](COS(C(F)(F)F)(=O)=O)([O:17]CC)=[O:16])C.C([O-])([O-])=O.[Cs+].[Cs+]. (3) Given the product [OH:1][C:2]1([CH3:14])[CH2:7][CH2:6][CH:5]([C:8]([O:10][CH2:11][CH3:12])=[O:9])[CH2:4][CH2:3]1, predict the reactants needed to synthesize it. The reactants are: [O:1]=[C:2]1[CH2:7][CH2:6][CH:5]([C:8]([O:10][CH2:11][CH3:12])=[O:9])[CH2:4][CH2:3]1.O.[CH2:14](OCC)C. (4) Given the product [CH3:32][C:15]1[C:14]([N:33]2[CH2:38][CH2:37][O:36][CH2:35][CH2:34]2)=[N:13][C:12]([NH:11][C:10]2[C:5](=[O:4])[NH:6][CH:7]=[CH:8][CH:9]=2)=[N:17][C:16]=1[NH:18][C@@H:19]1[CH2:24][CH2:23][CH2:22][NH:21][CH2:20]1, predict the reactants needed to synthesize it. The reactants are: CO.C[O:4][C:5]1[C:10]([NH:11][C:12]2[N:17]=[C:16]([NH:18][C@@H:19]3[CH2:24][CH2:23][CH2:22][N:21](C(OC(C)(C)C)=O)[CH2:20]3)[C:15]([CH3:32])=[C:14]([N:33]3[CH2:38][CH2:37][O:36][CH2:35][CH2:34]3)[N:13]=2)=[CH:9][CH:8]=[CH:7][N:6]=1.Cl. (5) Given the product [C:24]([O:28][C:29]([N:31]1[CH2:36][CH2:35][CH:34]([CH2:37][CH2:38][N:4]2[C:3]([O:2][CH3:1])=[N:11][C:10]3[C:5]2=[N:6][C:7]([O:13][CH2:14][CH2:15][O:16][CH3:17])=[N:8][C:9]=3[NH2:12])[CH2:33][CH2:32]1)=[O:30])([CH3:27])([CH3:26])[CH3:25], predict the reactants needed to synthesize it. The reactants are: [CH3:1][O:2][C:3]1[NH:11][C:10]2[C:5](=[N:6][C:7]([O:13][CH2:14][CH2:15][O:16][CH3:17])=[N:8][C:9]=2[NH2:12])[N:4]=1.C(=O)([O-])[O-].[K+].[K+].[C:24]([O:28][C:29]([N:31]1[CH2:36][CH2:35][CH:34]([CH2:37][CH2:38]OS(C)(=O)=O)[CH2:33][CH2:32]1)=[O:30])([CH3:27])([CH3:26])[CH3:25]. (6) The reactants are: Cl.Cl.[N:3]1([CH2:9][CH2:10][C:11]([O:13][CH3:14])=[O:12])[CH2:8][CH2:7][NH:6][CH2:5][CH2:4]1.F[C:16]1[N:21]=[C:20]([C:22]2[NH:31][C:30](=[O:32])[C:29]3[C:24](=[CH:25][C:26]([O:35][CH3:36])=[CH:27][C:28]=3[O:33][CH3:34])[N:23]=2)[CH:19]=[CH:18][CH:17]=1.CN(C)C(N(C)C)=N. Given the product [CH3:34][O:33][C:28]1[CH:27]=[C:26]([O:35][CH3:36])[CH:25]=[C:24]2[C:29]=1[C:30](=[O:32])[NH:31][C:22]([C:20]1[N:21]=[C:16]([N:6]3[CH2:7][CH2:8][N:3]([CH2:9][CH2:10][C:11]([O:13][CH3:14])=[O:12])[CH2:4][CH2:5]3)[CH:17]=[CH:18][CH:19]=1)=[N:23]2, predict the reactants needed to synthesize it. (7) Given the product [Si:1]([O:8][CH2:9][CH:10]1[N:15]([S:16]([C:19]2[CH:20]=[C:21]([CH:22]=[CH:23][CH:24]=2)[NH2:25])(=[O:18])=[O:17])[C:14]2[CH:28]=[CH:29][CH:30]=[CH:31][C:13]=2[O:12][CH2:11]1)([C:4]([CH3:7])([CH3:5])[CH3:6])([CH3:2])[CH3:3], predict the reactants needed to synthesize it. The reactants are: [Si:1]([O:8][CH2:9][CH:10]1[N:15]([S:16]([C:19]2[CH:24]=[CH:23][CH:22]=[C:21]([N+:25]([O-])=O)[CH:20]=2)(=[O:18])=[O:17])[C:14]2[CH:28]=[CH:29][CH:30]=[CH:31][C:13]=2[O:12][CH2:11]1)([C:4]([CH3:7])([CH3:6])[CH3:5])([CH3:3])[CH3:2]. (8) Given the product [N+:9]([C:12]1[CH:17]=[CH:16][CH:15]=[CH:14][C:13]=1[C:2]1[CH:6]=[CH:5][S:4][C:3]=1[CH:7]=[O:8])([O-:11])=[O:10], predict the reactants needed to synthesize it. The reactants are: Br[C:2]1[CH:6]=[CH:5][S:4][C:3]=1[CH:7]=[O:8].[N+:9]([C:12]1[CH:17]=[CH:16][CH:15]=[CH:14][C:13]=1B(O)O)([O-:11])=[O:10].C([O-])(O)=O.[Na+]. (9) Given the product [CH3:1][O:2][C:3]([C@@H:5]([N:13]1[CH2:21][C:17]2[CH:18]=[CH:19][S:20][C:16]=2[CH2:15][CH2:14]1)[C:6]1[C:11]([Cl:12])=[CH:10][CH:9]=[CH:8][CH:7]=1)=[O:4].[OH:28][S:25]([OH:29])(=[O:27])=[O:26], predict the reactants needed to synthesize it. The reactants are: [CH3:1][O:2][C:3]([C@@H:5]([N:13]1[CH2:21][C:17]2[CH:18]=[CH:19][S:20][C:16]=2[CH2:15][CH2:14]1)[C:6]1[CH:7]=[CH:8][CH:9]=[CH:10][C:11]=1[Cl:12])=[O:4].C(Cl)Cl.[S:25](=[O:29])(=[O:28])([OH:27])[OH:26]. (10) Given the product [Cl:44][C:35]1[CH:36]=[C:37]([NH:40][C:41](=[O:43])[CH3:42])[CH:38]=[CH:39][C:34]=1[CH2:2][CH2:1][OH:28], predict the reactants needed to synthesize it. The reactants are: [CH:1]([B-](F)(F)F)=[CH2:2].[K+].C1C=CC(P(C2C=CC=CC=2)C2C=CC=CC=2)=CC=1.C([O-])([O-])=[O:28].[Cs+].[Cs+].Br[C:34]1[CH:39]=[CH:38][C:37]([NH:40][C:41](=[O:43])[CH3:42])=[CH:36][C:35]=1[Cl:44].